Dataset: Forward reaction prediction with 1.9M reactions from USPTO patents (1976-2016). Task: Predict the product of the given reaction. The product is: [CH3:1][C:2]1[N:6]([C:7]2[CH:8]=[N:9][CH:10]=[CH:11][CH:12]=2)[N:5]=[CH:4][C:3]=1[NH:23][C:26](=[O:35])[O:20][C:17]([CH3:19])([CH3:18])[CH3:16]. Given the reactants [CH3:1][C:2]1[N:6]([C:7]2[CH:8]=[N:9][CH:10]=[CH:11][CH:12]=2)[N:5]=[CH:4][C:3]=1C(O)=O.[CH3:16][C:17]([OH:20])([CH3:19])[CH3:18].C([N:23]([CH2:26]C)CC)C.C1(P(N=[N+]=[N-])(C2C=CC=CC=2)=[O:35])C=CC=CC=1, predict the reaction product.